Dataset: Catalyst prediction with 721,799 reactions and 888 catalyst types from USPTO. Task: Predict which catalyst facilitates the given reaction. Reactant: [C:1]([C:5]1[CH:6]=[CH:7][C:8]([I:12])=[C:9]([OH:11])[CH:10]=1)([CH3:4])([CH3:3])[CH3:2].C(=O)([O-])[O-].[K+].[K+].[CH2:19](I)[CH3:20]. Product: [C:1]([C:5]1[CH:6]=[CH:7][C:8]([I:12])=[C:9]([O:11][CH2:19][CH3:20])[CH:10]=1)([CH3:4])([CH3:2])[CH3:3]. The catalyst class is: 621.